This data is from NCI-60 drug combinations with 297,098 pairs across 59 cell lines. The task is: Regression. Given two drug SMILES strings and cell line genomic features, predict the synergy score measuring deviation from expected non-interaction effect. (1) Drug 1: CCC1=CC2CC(C3=C(CN(C2)C1)C4=CC=CC=C4N3)(C5=C(C=C6C(=C5)C78CCN9C7C(C=CC9)(C(C(C8N6C)(C(=O)OC)O)OC(=O)C)CC)OC)C(=O)OC.C(C(C(=O)O)O)(C(=O)O)O. Drug 2: CCC(=C(C1=CC=CC=C1)C2=CC=C(C=C2)OCCN(C)C)C3=CC=CC=C3.C(C(=O)O)C(CC(=O)O)(C(=O)O)O. Cell line: MOLT-4. Synergy scores: CSS=76.8, Synergy_ZIP=17.4, Synergy_Bliss=17.7, Synergy_Loewe=-12.4, Synergy_HSA=17.8. (2) Drug 1: C1=NC(=NC(=O)N1C2C(C(C(O2)CO)O)O)N. Drug 2: CC(C)CN1C=NC2=C1C3=CC=CC=C3N=C2N. Cell line: TK-10. Synergy scores: CSS=5.82, Synergy_ZIP=-4.81, Synergy_Bliss=-5.70, Synergy_Loewe=-6.60, Synergy_HSA=-6.36. (3) Cell line: SR. Drug 1: CC1=C(C=C(C=C1)C(=O)NC2=CC(=CC(=C2)C(F)(F)F)N3C=C(N=C3)C)NC4=NC=CC(=N4)C5=CN=CC=C5. Drug 2: CC(C)(C#N)C1=CC(=CC(=C1)CN2C=NC=N2)C(C)(C)C#N. Synergy scores: CSS=4.64, Synergy_ZIP=-1.30, Synergy_Bliss=-4.80, Synergy_Loewe=0.117, Synergy_HSA=-4.40.